This data is from Catalyst prediction with 721,799 reactions and 888 catalyst types from USPTO. The task is: Predict which catalyst facilitates the given reaction. (1) Reactant: [NH2:1]/[C:2](=[C:5](\[NH2:8])/[C:6]#[N:7])/[C:3]#[N:4].[F:9][C:10]([F:18])([F:17])[C:11](=O)[C:12](OC)=[O:13]. Product: [O:13]=[C:12]1[NH:1][C:2]([C:3]#[N:4])=[C:5]([C:6]#[N:7])[N:8]=[C:11]1[C:10]([F:18])([F:17])[F:9]. The catalyst class is: 6. (2) Reactant: [Si]([O:8][CH2:9][C:10]([C:13]1[CH:32]=[CH:31][C:16]([C:17]([NH:19][C:20]2[CH:25]=[C:24]([Cl:26])[N:23]3[N:27]=[C:28]([CH3:30])[CH:29]=[C:22]3[N:21]=2)=[O:18])=[CH:15][CH:14]=1)([CH3:12])[CH3:11])(C(C)(C)C)(C)C.CCCC[N+](CCCC)(CCCC)CCCC.[F-].P([O-])([O-])([O-])=O. Product: [Cl:26][C:24]1[N:23]2[N:27]=[C:28]([CH3:30])[CH:29]=[C:22]2[N:21]=[C:20]([NH:19][C:17](=[O:18])[C:16]2[CH:31]=[CH:32][C:13]([C:10]([CH3:11])([CH3:12])[CH2:9][OH:8])=[CH:14][CH:15]=2)[CH:25]=1. The catalyst class is: 1. (3) Reactant: [Cl:1][C:2]1[CH:7]=[CH:6][C:5]([N:8]2C(=O)[C:13]([CH3:17])([CH3:16])[C:12](=O)[NH:11][C:10]3[CH:19]=[CH:20][CH:21]=[CH:22][C:9]2=3)=[CH:4][CH:3]=1.CC([O-])(C)C.[K+].P(Cl)(=O)([O:32][CH3:33])OC.[C:36]([NH:39][NH2:40])(=O)[CH3:37]. Product: [Cl:1][C:2]1[CH:3]=[CH:4][C:5]([N:8]2[C:33](=[O:32])[C:13]([CH3:16])([CH3:17])[C:12]3=[N:40][N:39]=[C:36]([CH3:37])[N:11]3[C:10]3[CH:19]=[CH:20][CH:21]=[CH:22][C:9]2=3)=[CH:6][CH:7]=1. The catalyst class is: 20. (4) Reactant: [O:1]=[C:2]1[CH:7]([NH:8][C:9](=[O:15])[O:10][C:11]([CH3:14])([CH3:13])[CH3:12])[CH2:6][CH2:5][CH2:4][NH:3]1.[H-].[Na+].I[CH3:19].O. Product: [CH3:19][N:3]1[CH2:4][CH2:5][CH2:6][CH:7]([NH:8][C:9](=[O:15])[O:10][C:11]([CH3:12])([CH3:14])[CH3:13])[C:2]1=[O:1]. The catalyst class is: 3. (5) Reactant: C1(P(C2C=CC=CC=2)C2C=CC=CC=2)C=CC=CC=1.[N:20]1[C:29]2[NH:28][CH2:27][CH2:26][CH2:25][C:24]=2[CH:23]=[CH:22][C:21]=1[CH2:30][CH2:31][OH:32].[C:33]([O:37][C:38]([NH:40][C@H:41]([C:50]([O:52][CH3:53])=[O:51])[CH2:42][C:43]1[CH:48]=[CH:47][C:46](O)=[CH:45][N:44]=1)=[O:39])([CH3:36])([CH3:35])[CH3:34]. Product: [C:33]([O:37][C:38]([NH:40][C@H:41]([C:50]([O:52][CH3:53])=[O:51])[CH2:42][C:43]1[CH:48]=[CH:47][C:46]([O:32][CH2:31][CH2:30][C:21]2[CH:22]=[CH:23][C:24]3[CH2:25][CH2:26][CH2:27][NH:28][C:29]=3[N:20]=2)=[CH:45][N:44]=1)=[O:39])([CH3:35])([CH3:36])[CH3:34]. The catalyst class is: 2. (6) Reactant: [Cl:1][C:2]1[CH:3]=[C:4]([CH:7]=[C:8]([Cl:11])[C:9]=1[OH:10])[CH:5]=[O:6].[C:12]([O-])([O-])=[O:13].[K+].[K+].[CH2:18]([O:20][C:21](=[O:24])[CH2:22]Br)[CH3:19].C(O)C. Product: [Cl:1][C:2]1[CH:9]([C:8]([Cl:11])([O:13][CH3:12])[CH:7]=[C:4]([CH:5]=[O:6])[CH:3]=1)[O:10][CH2:22][C:21]([O:20][CH2:18][CH3:19])=[O:24]. The catalyst class is: 21.